From a dataset of hERG Central: cardiac toxicity at 1µM, 10µM, and general inhibition. Predict hERG channel inhibition at various concentrations. (1) The drug is CC(c1ccccc1)N1CC(C(=O)N2CCN(c3ccc(F)cc3)CC2)CC1=O. Results: hERG_inhib (hERG inhibition (general)): blocker. (2) The drug is CCc1sc(C(=O)N2CCN(CC(=O)Nc3cccc(F)c3)CC2)cc1C. Results: hERG_inhib (hERG inhibition (general)): blocker.